Task: Predict the reaction yield, written as a fraction of the theoretical maximum amount of product (1.0 means a 100% yield; for example, 0.34 means a 34% yield).. Dataset: Reaction yield outcomes from USPTO patents with 853,638 reactions (1) The reactants are [NH2:1][C:2]1[NH:6][N:5]=[C:4]([NH:7][C:8]2[CH:13]=[C:12]([C:14]([F:17])([F:16])[F:15])[C:11]([C:18]3[CH:23]=[CH:22][C:21]([O:24][CH:25]4[CH2:30][CH2:29][CH2:28][N:27](C(OC(C)(C)C)=O)[CH2:26]4)=[CH:20][CH:19]=3)=[C:10]([Cl:38])[CH:9]=2)[N:3]=1.Cl. The catalyst is CO. The product is [ClH:38].[Cl:38][C:10]1[C:11]([C:18]2[CH:19]=[CH:20][C:21]([O:24][CH:25]3[CH2:30][CH2:29][CH2:28][NH:27][CH2:26]3)=[CH:22][CH:23]=2)=[C:12]([C:14]([F:16])([F:15])[F:17])[CH:13]=[C:8]([NH:7][C:4]2[N:3]=[C:2]([NH2:1])[NH:6][N:5]=2)[CH:9]=1. The yield is 0.880. (2) The reactants are Cl[C:2]1[CH:3]=[CH:4][N:5]2[C:10]([C:11]=1[CH3:12])=[C:9]([CH:13]1[CH2:15][CH2:14]1)[CH:8]=[C:7]([C:16]([O:18][CH3:19])=[O:17])[C:6]2=[O:20].[F:21][C:22]1[CH:28]=[C:27](B2OC(C)(C)C(C)(C)O2)[CH:26]=[CH:25][C:23]=1[NH2:24]. No catalyst specified. The product is [NH2:24][C:23]1[CH:25]=[CH:26][C:27]([C:2]2[CH:3]=[CH:4][N:5]3[C:10]([C:11]=2[CH3:12])=[C:9]([CH:13]2[CH2:15][CH2:14]2)[CH:8]=[C:7]([C:16]([O:18][CH3:19])=[O:17])[C:6]3=[O:20])=[CH:28][C:22]=1[F:21]. The yield is 0.760. (3) The reactants are CC(N(C)C)=O.CC(C)([O-])C.[Na+].[CH2:13]([C:15]1[NH:16][C:17]2[C:22]([C:23](=[O:26])[C:24]=1[CH3:25])=[CH:21][C:20]([O:27][C:28]1[CH:33]=[CH:32][C:31]([O:34][C:35]([F:38])([F:37])[F:36])=[CH:30][CH:29]=1)=[C:19]([CH3:39])[CH:18]=2)[CH3:14].Cl[C:41]([O:43][CH3:44])=[O:42]. The catalyst is O. The product is [C:41](=[O:42])([O:43][CH3:44])[O:26][C:23]1[C:22]2[C:17](=[CH:18][C:19]([CH3:39])=[C:20]([O:27][C:28]3[CH:33]=[CH:32][C:31]([O:34][C:35]([F:36])([F:37])[F:38])=[CH:30][CH:29]=3)[CH:21]=2)[N:16]=[C:15]([CH2:13][CH3:14])[C:24]=1[CH3:25]. The yield is 0.988. (4) The reactants are [NH2:1][CH2:2][CH2:3][NH:4][S:5]([C:8]1[C:9]2[CH:10]=[CH:11][N:12]=[CH:13][C:14]=2[CH:15]=[CH:16][CH:17]=1)(=[O:7])=[O:6].Br[CH2:19][CH2:20][O:21][C:22]1[CH:27]=[CH:26][C:25]([Cl:28])=[CH:24][C:23]=1[C:29]([C:31]1[CH:36]=[CH:35][CH:34]=[CH:33][CH:32]=1)=[O:30].C(=O)([O-])[O-].[K+].[K+].CO. The catalyst is CN(C=O)C.C(Cl)(Cl)Cl.O. The yield is 0.660. The product is [ClH:28].[ClH:28].[C:29]([C:23]1[CH:24]=[C:25]([Cl:28])[CH:26]=[CH:27][C:22]=1[O:21][CH2:20][CH2:19][NH:1][CH2:2][CH2:3][NH:4][S:5]([C:8]1[C:9]2[CH:10]=[CH:11][N:12]=[CH:13][C:14]=2[CH:15]=[CH:16][CH:17]=1)(=[O:7])=[O:6])(=[O:30])[C:31]1[CH:36]=[CH:35][CH:34]=[CH:33][CH:32]=1. (5) The reactants are [Cu]([C:4]#[N:5])C#N.C(ON=O)(C)(C)C.[Br:13][C:14]1[CH:20]=[C:19]([Br:21])[CH:18]=[CH:17][C:15]=1N.Cl. The product is [Br:13][C:14]1[CH:20]=[C:19]([Br:21])[CH:18]=[CH:17][C:15]=1[C:4]#[N:5]. The yield is 0.310. The catalyst is CS(C)=O. (6) The reactants are [CH2:1]([C:5]1[CH:10]=[CH:9][C:8]([C:11]#[C:12][C:13]2[CH:33]=[CH:32][C:16]([CH2:17][NH:18][C:19]3[CH:31]=[CH:30][C:22]4[C:23](=[O:29])[O:24][C:25]([CH3:28])([CH3:27])[O:26][C:21]=4[CH:20]=3)=[CH:15][CH:14]=2)=[CH:7][CH:6]=1)[CH2:2][CH2:3][CH3:4].[H-].[Na+].Br[CH2:37][CH2:38][CH2:39][CH2:40][CH2:41][CH3:42]. The catalyst is CS(C)=O.CCOC(C)=O. The product is [CH2:1]([C:5]1[CH:6]=[CH:7][C:8]([C:11]#[C:12][C:13]2[CH:33]=[CH:32][C:16]([CH2:17][N:18]([CH2:37][CH2:38][CH2:39][CH2:40][CH2:41][CH3:42])[C:19]3[CH:31]=[CH:30][C:22]4[C:23](=[O:29])[O:24][C:25]([CH3:27])([CH3:28])[O:26][C:21]=4[CH:20]=3)=[CH:15][CH:14]=2)=[CH:9][CH:10]=1)[CH2:2][CH2:3][CH3:4]. The yield is 0.560. (7) The reactants are [CH:1](O)=O.C(OC(=O)C)(=O)C.[CH3:11][O:12][C:13]1[CH:14]=[CH:15][C:16]([N+:20]([O-:22])=[O:21])=[C:17]([CH:19]=1)[NH2:18]. The catalyst is O1CCCC1. The product is [CH3:11][O:12][C:13]1[CH:14]=[CH:15][C:16]([N+:20]([O-:22])=[O:21])=[C:17]([CH:19]=1)[NH:18][CH3:1]. The yield is 0.620. (8) The reactants are Br[C:2]1[C:10]2[O:9][C:8]([C:11]3[CH:16]=[CH:15][C:14]([OH:17])=[CH:13][CH:12]=3)=[N:7][C:6]=2[CH:5]=[C:4]([OH:18])[CH:3]=1.[C:19]([Cu])#[N:20]. The catalyst is CN(C=O)C.C(OCC)(=O)C. The product is [OH:18][C:4]1[CH:3]=[C:2]([C:19]#[N:20])[C:10]2[O:9][C:8]([C:11]3[CH:16]=[CH:15][C:14]([OH:17])=[CH:13][CH:12]=3)=[N:7][C:6]=2[CH:5]=1. The yield is 0.250. (9) The reactants are [C:1]([C:3]1[CH:4]=[CH:5][C:6]2[NH:12][C:11](=[O:13])[C@@H:10]([NH:14][C:15](=[O:27])[C@@H:16]([N:18]([CH3:26])[C:19](=[O:25])[O:20][C:21]([CH3:24])([CH3:23])[CH3:22])[CH3:17])[C@H:9]([CH3:28])[N:8]([C:29](=[O:35])[CH2:30][S:31]([CH3:34])(=[O:33])=[O:32])[C:7]=2[CH:36]=1)#[N:2].[Br:37][C:38]1[CH:47]=[CH:46][CH:45]=[C:44]2[C:39]=1[CH:40]=[CH:41][C:42]([O:50][CH3:51])=[C:43]2[CH2:48]Cl.C(=O)([O-])[O-].[Cs+].[Cs+].[I-].[Na+]. The catalyst is CN(C=O)C.CCOC(C)=O. The product is [Br:37][C:38]1[CH:47]=[CH:46][CH:45]=[C:44]2[C:39]=1[CH:40]=[CH:41][C:42]([O:50][CH3:51])=[C:43]2[CH2:48][N:12]1[C:11](=[O:13])[C@@H:10]([NH:14][C:15](=[O:27])[C@@H:16]([N:18]([CH3:26])[C:19](=[O:25])[O:20][C:21]([CH3:24])([CH3:22])[CH3:23])[CH3:17])[C@H:9]([CH3:28])[N:8]([C:29](=[O:35])[CH2:30][S:31]([CH3:34])(=[O:32])=[O:33])[C:7]2[CH:36]=[C:3]([C:1]#[N:2])[CH:4]=[CH:5][C:6]1=2. The yield is 0.760. (10) The reactants are F[C:2]1[CH:7]=[CH:6][C:5]([C:8]([F:11])([F:10])[F:9])=[CH:4][C:3]=1[N+:12]([O-:14])=[O:13].[NH2:15][CH:16]1[CH2:21][CH2:20][O:19][CH2:18][CH2:17]1. The catalyst is N1C=CC=CC=1. The product is [O:19]1[CH2:20][CH2:21][CH:16]([NH:15][C:2]2[CH:7]=[CH:6][C:5]([C:8]([F:11])([F:10])[F:9])=[CH:4][C:3]=2[N+:12]([O-:14])=[O:13])[CH2:17][CH2:18]1. The yield is 0.905.